The task is: Regression. Given a peptide amino acid sequence and an MHC pseudo amino acid sequence, predict their binding affinity value. This is MHC class II binding data.. This data is from Peptide-MHC class II binding affinity with 134,281 pairs from IEDB. (1) The peptide sequence is NFGKRELKCGDGIFI. The MHC is HLA-DQA10501-DQB10303 with pseudo-sequence HLA-DQA10501-DQB10303. The binding affinity (normalized) is 0. (2) The peptide sequence is CTNAKVTAKGVSEAN. The MHC is DRB1_0301 with pseudo-sequence DRB1_0301. The binding affinity (normalized) is 0.0598. (3) The peptide sequence is KKSAHGSPTFWMGSH. The MHC is DRB1_0301 with pseudo-sequence DRB1_0301. The binding affinity (normalized) is 0. (4) The peptide sequence is MYLGTCKTLTPLMSS. The MHC is DRB3_0202 with pseudo-sequence DRB3_0202. The binding affinity (normalized) is 0.194.